This data is from Catalyst prediction with 721,799 reactions and 888 catalyst types from USPTO. The task is: Predict which catalyst facilitates the given reaction. (1) Reactant: [CH2:1]([O:3][C:4](=[O:12])[C:5]1[CH:10]=[CH:9][C:8](Cl)=[N:7][CH:6]=1)[CH3:2].[NH:13]1[CH2:18][CH2:17][CH:16]([C:19]([NH2:21])=[O:20])[CH2:15][CH2:14]1.CCN(C(C)C)C(C)C.CO. Product: [CH2:1]([O:3][C:4]([C:5]1[CH:10]=[CH:9][C:8]([N:13]2[CH2:18][CH2:17][CH:16]([C:19](=[O:20])[NH2:21])[CH2:15][CH2:14]2)=[N:7][CH:6]=1)=[O:12])[CH3:2]. The catalyst class is: 16. (2) Reactant: [CH2:1]([CH:8]1[NH:13][CH2:12][CH2:11][N:10]([CH2:14][C:15]2[CH:20]=[CH:19][C:18]([C:21]3[CH:26]=[CH:25][CH:24]=[CH:23][C:22]=3[C:27]([F:30])([F:29])[F:28])=[CH:17][CH:16]=2)[CH2:9]1)[C:2]1[CH:7]=[CH:6][CH:5]=[CH:4][CH:3]=1.[CH3:31][N:32]=[C:33]=[O:34]. Product: [CH3:31][NH:32][C:33]([N:13]1[CH2:12][CH2:11][N:10]([CH2:14][C:15]2[CH:20]=[CH:19][C:18]([C:21]3[CH:26]=[CH:25][CH:24]=[CH:23][C:22]=3[C:27]([F:30])([F:28])[F:29])=[CH:17][CH:16]=2)[CH2:9][CH:8]1[CH2:1][C:2]1[CH:7]=[CH:6][CH:5]=[CH:4][CH:3]=1)=[O:34]. The catalyst class is: 4. (3) Reactant: [C:1]([NH:4][C@H:5]([CH2:11][C:12]1[CH:17]=[CH:16][CH:15]=[C:14]([C:18]#[N:19])[CH:13]=1)[C:6](OCC)=[O:7])(=[O:3])[CH3:2].[BH4-].[Na+]. Product: [OH:7][CH2:6][C@H:5]([NH:4][C:1](=[O:3])[CH3:2])[CH2:11][C:12]1[CH:17]=[CH:16][CH:15]=[C:14]([C:18]#[N:19])[CH:13]=1. The catalyst class is: 815. (4) Reactant: Cl[C:2]1[N:7]=[C:6]([C:8]2[N:9]=[N:10][CH:11]=[CH:12][CH:13]=2)[N:5]=[C:4]([NH:14][S:15]([CH2:18][CH2:19][C:20]2[C:29]3[C:24](=[CH:25][CH:26]=[CH:27][CH:28]=3)[CH:23]=[CH:22][CH:21]=2)(=[O:17])=[O:16])[C:3]=1[O:30][C:31]1[CH:36]=[CH:35][CH:34]=[CH:33][C:32]=1[O:37][CH3:38].[CH3:39][O-:40].[Na+]. Product: [CH3:39][O:40][C:2]1[N:7]=[C:6]([C:8]2[N:9]=[N:10][CH:11]=[CH:12][CH:13]=2)[N:5]=[C:4]([NH:14][S:15]([CH2:18][CH2:19][C:20]2[C:29]3[C:24](=[CH:25][CH:26]=[CH:27][CH:28]=3)[CH:23]=[CH:22][CH:21]=2)(=[O:17])=[O:16])[C:3]=1[O:30][C:31]1[CH:36]=[CH:35][CH:34]=[CH:33][C:32]=1[O:37][CH3:38]. The catalyst class is: 5. (5) Reactant: [I:1][C:2]1[CH:11]=[CH:10][C:5]2[N:6]=[C:7]([SH:9])[S:8][C:4]=2[CH:3]=1.[C:12](=O)([O-])[O-].[K+].[K+].CI. Product: [I:1][C:2]1[CH:11]=[CH:10][C:5]2[N:6]=[C:7]([S:9][CH3:12])[S:8][C:4]=2[CH:3]=1. The catalyst class is: 1. (6) Reactant: [CH3:1][CH:2]([N:4]1[CH2:9][CH2:8][CH:7]([O:10][C:11]2[CH:16]=[CH:15][C:14]([C:17]3[CH2:18][CH2:19][N:20](C(OCC4C=CC=CC=4)=O)[CH2:21][CH:22]=3)=[CH:13][CH:12]=2)[CH2:6][CH2:5]1)[CH3:3]. Product: [CH3:3][CH:2]([N:4]1[CH2:5][CH2:6][CH:7]([O:10][C:11]2[CH:16]=[CH:15][C:14]([CH:17]3[CH2:18][CH2:19][NH:20][CH2:21][CH2:22]3)=[CH:13][CH:12]=2)[CH2:8][CH2:9]1)[CH3:1]. The catalyst class is: 29. (7) Reactant: [CH3:1]/[C:2](=[CH:6]\[CH2:7][CH3:8])/[C:3]([OH:5])=[O:4].OS(O)(=O)=O.[C:14]([O-])(O)=O.[Na+]. Product: [CH3:1]/[C:2](=[CH:6]\[CH2:7][CH3:8])/[C:3]([O:5][CH3:14])=[O:4]. The catalyst class is: 5. (8) Reactant: [O:1]1[CH2:6][CH2:5][CH:4]([C:7]([C:9]2[S:13][C:12]([NH2:14])=[N:11][C:10]=2[C:15]2[O:16][CH:17]=[CH:18][CH:19]=2)=[O:8])[CH2:3][CH2:2]1.[F:20][C:21]([F:33])([F:32])[O:22][C:23]1[CH:31]=[CH:30][CH:29]=[CH:28][C:24]=1[C:25](Cl)=[O:26].O. Product: [O:16]1[CH:17]=[CH:18][CH:19]=[C:15]1[C:10]1[N:11]=[C:12]([NH:14][C:25](=[O:26])[C:24]2[CH:28]=[CH:29][CH:30]=[CH:31][C:23]=2[O:22][C:21]([F:20])([F:32])[F:33])[S:13][C:9]=1[C:7]([CH:4]1[CH2:5][CH2:6][O:1][CH2:2][CH2:3]1)=[O:8]. The catalyst class is: 377. (9) Reactant: [Cl:1][C:2]1[CH:3]=[C:4]([C:8]2[N:9]=[C:10]([N:16]3[C:20]4[CH:21]=[C:22]([OH:25])[CH:23]=[CH:24][C:19]=4[N:18]=[CH:17]3)[S:11][C:12]=2[C:13]([NH2:15])=[O:14])[CH:5]=[CH:6][CH:7]=1.[CH3:26][N:27]([CH3:42])[CH2:28][CH2:29][CH2:30]OS(C1C=CC(C)=CC=1)(=O)=O.C(=O)([O-])[O-].[Cs+].[Cs+]. Product: [Cl:1][C:2]1[CH:3]=[C:4]([C:8]2[N:9]=[C:10]([N:16]3[C:20]4[CH:21]=[C:22]([O:25][CH2:30][CH2:29][CH2:28][N:27]([CH3:42])[CH3:26])[CH:23]=[CH:24][C:19]=4[N:18]=[CH:17]3)[S:11][C:12]=2[C:13]([NH2:15])=[O:14])[CH:5]=[CH:6][CH:7]=1. The catalyst class is: 9. (10) Reactant: [Cl:1][C:2]1[CH:7]=[CH:6][CH:5]=[C:4]([F:8])[C:3]=1[C:9]1[C:13]([C:14]([OH:16])=[O:15])=[C:12]([C:17]2[CH:18]=[N:19][N:20]([C:26]3[CH:31]=[CH:30][CH:29]=[CH:28][C:27]=3[F:32])[C:21]=2[C:22]([F:25])([F:24])[F:23])[O:11][N:10]=1.[F-].[Cs+].I[CH:36]([CH3:38])[CH3:37]. Product: [Cl:1][C:2]1[CH:7]=[CH:6][CH:5]=[C:4]([F:8])[C:3]=1[C:9]1[C:13]([C:14]([O:16][CH:36]([CH3:38])[CH3:37])=[O:15])=[C:12]([C:17]2[CH:18]=[N:19][N:20]([C:26]3[CH:31]=[CH:30][CH:29]=[CH:28][C:27]=3[F:32])[C:21]=2[C:22]([F:24])([F:25])[F:23])[O:11][N:10]=1. The catalyst class is: 245.